Dataset: Forward reaction prediction with 1.9M reactions from USPTO patents (1976-2016). Task: Predict the product of the given reaction. (1) Given the reactants [CH2:1]([C:3]1[N:7]2[CH:8]=[C:9]([N+:12]([O-])=O)[CH:10]=[CH:11][C:6]2=[N:5][N:4]=1)[CH3:2].C(O)C, predict the reaction product. The product is: [CH2:1]([C:3]1[N:7]2[CH:8]=[C:9]([NH2:12])[CH:10]=[CH:11][C:6]2=[N:5][N:4]=1)[CH3:2]. (2) Given the reactants O1CCOCC1.Br[C:8]1[C:12]([CH3:14])([CH3:13])[O:11]/[C:10](=[C:15]2/[C:16](=[O:26])[NH:17][C:18]3[C:23]/2=[CH:22][C:21]([F:24])=[C:20]([F:25])[CH:19]=3)/[CH:9]=1.[F:27][C:28]1[N:33]=[CH:32][C:31](B(O)O)=[CH:30][CH:29]=1.C([O-])([O-])=O.[Na+].[Na+], predict the reaction product. The product is: [F:24][C:21]1[CH:22]=[C:23]2[C:18](=[CH:19][C:20]=1[F:25])[NH:17][C:16](=[O:26])/[C:15]/2=[C:10]1/[O:11][C:12]([CH3:14])([CH3:13])[C:8]([C:31]2[CH:32]=[N:33][C:28]([F:27])=[CH:29][CH:30]=2)=[CH:9]/1. (3) Given the reactants [CH3:1][C:2]1[CH:3]=[C:4](B(O)O)[CH:5]=[CH:6][CH:7]=1.Br[C:12]1[CH:19]=[CH:18][CH:17]=[CH:16][C:13]=1[C:14]#[N:15].C(=O)([O-])[O-].[Na+].[Na+], predict the reaction product. The product is: [C:2]1([CH3:1])[CH:3]=[CH:4][CH:5]=[C:6]([C:12]2[CH:19]=[CH:18][CH:17]=[CH:16][C:13]=2[C:14]#[N:15])[CH:7]=1. (4) The product is: [CH2:15]([O:14][C:12](=[O:13])[CH2:11][C:8]1[CH:9]=[CH:10][C:4]2[O:3][C:2]([B:31]([OH:32])[OH:30])=[CH:6][C:5]=2[CH:7]=1)[C:16]1[CH:21]=[CH:20][CH:19]=[CH:18][CH:17]=1. Given the reactants Br[C:2]1[O:3][C:4]2[CH:10]=[CH:9][C:8]([CH2:11][C:12]([O:14][CH2:15][C:16]3[CH:21]=[CH:20][CH:19]=[CH:18][CH:17]=3)=[O:13])=[CH:7][C:5]=2[CH:6]=1.C([Mg]Cl)(C)C.C([O:30][B:31](OC(C)C)[O:32]C(C)C)(C)C.[NH4+].[Cl-], predict the reaction product. (5) Given the reactants [Cl:1][C:2]1[CH:3]=[C:4]([NH:19][C:20]2[C:30]3[CH:29]=[C:28]([C:31]([OH:33])=O)[CH2:27][CH2:26][NH:25][C:24]=3[N:23]=[CH:22][N:21]=2)[CH:5]=[CH:6][C:7]=1[O:8][C:9]1[CH:14]=[CH:13][CH:12]=[C:11]([C:15]([F:18])([F:17])[F:16])[CH:10]=1.Cl.[CH3:35][C:36]([CH3:44])([CH2:39][S:40]([CH3:43])(=[O:42])=[O:41])[CH2:37][NH2:38].Cl.C(N=C=NCCCN(C)C)C.O.ON1C2C=CC=CC=2N=N1, predict the reaction product. The product is: [Cl:1][C:2]1[CH:3]=[C:4]([NH:19][C:20]2[C:30]3[CH:29]=[C:28]([C:31]([NH:38][CH2:37][C:36]([CH3:44])([CH3:35])[CH2:39][S:40]([CH3:43])(=[O:42])=[O:41])=[O:33])[CH2:27][CH2:26][NH:25][C:24]=3[N:23]=[CH:22][N:21]=2)[CH:5]=[CH:6][C:7]=1[O:8][C:9]1[CH:14]=[CH:13][CH:12]=[C:11]([C:15]([F:16])([F:18])[F:17])[CH:10]=1. (6) The product is: [OH:57][CH2:56][C@H:54]([NH:55][C:23]([C:2]1([CH3:1])[CH2:8][CH2:7][N:6]([S:9]([C:12]2[CH:18]=[CH:17][C:15]([CH3:16])=[CH:14][CH:13]=2)(=[O:10])=[O:11])[C:5]2[CH:19]=[CH:20][CH:21]=[CH:22][C:4]=2[CH2:3]1)=[O:24])[C:48]1[CH:53]=[CH:52][CH:51]=[CH:50][CH:49]=1. Given the reactants [CH3:1][C:2]1([C:23](O)=[O:24])[CH2:8][CH2:7][N:6]([S:9]([C:12]2[CH:18]=[CH:17][C:15]([CH3:16])=[CH:14][CH:13]=2)(=[O:11])=[O:10])[C:5]2[CH:19]=[CH:20][CH:21]=[CH:22][C:4]=2[CH2:3]1.ON1C2C=CC=CC=2N=N1.Cl.C(N=C=NCCCN(C)C)C.[C:48]1([C@H:54]([CH2:56][OH:57])[NH2:55])[CH:53]=[CH:52][CH:51]=[CH:50][CH:49]=1, predict the reaction product. (7) Given the reactants F[C:2](F)(F)[C:3]([OH:5])=[O:4].[CH3:8][NH:9][C@H:10]([C:14]([NH:16][C@H:17]([C:21]([N:23]([C@@H:25]([C@@H:61]([CH3:64])[CH2:62][CH3:63])[C@H:26]([O:59][CH3:60])[CH2:27][C:28]([N:30]1[CH2:34][CH2:33][CH2:32][C@H:31]1[C@H:35]([O:57][CH3:58])[C@@H:36]([CH3:56])[C:37]([NH:39][C@@H:40]([CH2:49][C:50]1[CH:55]=[CH:54][CH:53]=[CH:52][CH:51]=1)[C:41](N1CCCCO1)=[O:42])=[O:38])=[O:29])[CH3:24])=[O:22])[CH:18]([CH3:20])[CH3:19])=[O:15])[CH:11]([CH3:13])[CH3:12].C1C2C([CH2:78][O:79]C(N(C)[C@H](C(N[C@H](C(N([C@@H]([C@@H](C)CC)[C@H](OC)CC(O)=O)C)=O)C(C)C)=O)C(C)C)=O)C3C(=CC=CC=3)C=2C=CC=1.O=[CH:112][CH2:113]CC(O)=O.C([BH3-])#N.[Na+], predict the reaction product. The product is: [C:3]([CH2:2][CH2:112][CH2:113][N:9]([CH3:8])[C@H:10]([C:14]([NH:16][C@H:17]([C:21]([N:23]([C@@H:25]([C@@H:61]([CH3:64])[CH2:62][CH3:63])[C@H:26]([O:59][CH3:60])[CH2:27][C:28]([N:30]1[CH2:34][CH2:33][CH2:32][C@H:31]1[C@H:35]([O:57][CH3:58])[C@@H:36]([CH3:56])[C:37]([NH:39][C@@H:40]([CH2:49][C:50]1[CH:51]=[CH:52][CH:53]=[CH:54][CH:55]=1)[C:41]([O:79][CH3:78])=[O:42])=[O:38])=[O:29])[CH3:24])=[O:22])[CH:18]([CH3:20])[CH3:19])=[O:15])[CH:11]([CH3:13])[CH3:12])([OH:5])=[O:4].